This data is from Forward reaction prediction with 1.9M reactions from USPTO patents (1976-2016). The task is: Predict the product of the given reaction. (1) Given the reactants Cl[CH2:2][C:3]([NH:5][C:6]1[CH:11]=[CH:10][C:9]([N:12]2[C:16]([CH:17]3[CH2:19][CH2:18]3)=[CH:15][C:14]([CH:20]3[CH2:22][CH2:21]3)=[N:13]2)=[CH:8][CH:7]=1)=[O:4].[N:23]1[C:27]2[CH:28]=[CH:29][CH:30]=[CH:31][C:26]=2[NH:25][CH:24]=1.[H-].[Na+].O, predict the reaction product. The product is: [N:23]1([CH2:2][C:3]([NH:5][C:6]2[CH:11]=[CH:10][C:9]([N:12]3[C:16]([CH:17]4[CH2:19][CH2:18]4)=[CH:15][C:14]([CH:20]4[CH2:22][CH2:21]4)=[N:13]3)=[CH:8][CH:7]=2)=[O:4])[C:27]2[CH:28]=[CH:29][CH:30]=[CH:31][C:26]=2[N:25]=[CH:24]1. (2) Given the reactants Cl[C:2]1[N:3]=[C:4]([N:24]2[CH2:29][CH2:28][O:27][CH2:26][CH2:25]2)[C:5]2[S:10][C:9]([CH2:11][N:12]3[CH2:17][CH2:16][N:15]([C:18](=[O:22])[C@@H:19]([OH:21])[CH3:20])[CH2:14][CH2:13]3)=[C:8]([CH3:23])[C:6]=2[N:7]=1.CC1(C)C(C)(C)OB([C:38]2[CH:39]=[N:40][C:41]([NH2:44])=[N:42][CH:43]=2)O1, predict the reaction product. The product is: [NH2:44][C:41]1[N:42]=[CH:43][C:38]([C:2]2[N:3]=[C:4]([N:24]3[CH2:29][CH2:28][O:27][CH2:26][CH2:25]3)[C:5]3[S:10][C:9]([CH2:11][N:12]4[CH2:17][CH2:16][N:15]([C:18](=[O:22])[C@@H:19]([OH:21])[CH3:20])[CH2:14][CH2:13]4)=[C:8]([CH3:23])[C:6]=3[N:7]=2)=[CH:39][N:40]=1. (3) Given the reactants [CH2:1]([C:3]1[CH:8]=[CH:7][C:6]([N:9]2[CH2:13][CH2:12][C:11]3([CH2:18][CH2:17][NH:16][CH2:15][CH2:14]3)[C:10]2=[O:19])=[CH:5][CH:4]=1)[CH3:2].O=C(Cl)[O:22][C:23](Cl)(Cl)Cl.[F:28][C:29]1[CH:34]=[CH:33][C:32]([NH2:35])=[CH:31][CH:30]=1, predict the reaction product. The product is: [F:28][C:29]1[CH:34]=[CH:33][C:32]([NH:35][C:23]([N:16]2[CH2:17][CH2:18][C:11]3([C:10](=[O:19])[N:9]([C:6]4[CH:5]=[CH:4][C:3]([CH2:1][CH3:2])=[CH:8][CH:7]=4)[CH2:13][CH2:12]3)[CH2:14][CH2:15]2)=[O:22])=[CH:31][CH:30]=1. (4) Given the reactants [C:1]1([S:7]([N:10]2[CH:14]=[CH:13][C:12]([CH:15]=C)=[C:11]2[C:17]([O:19][CH3:20])=[O:18])(=[O:9])=[O:8])[CH:6]=[CH:5][CH:4]=[CH:3][CH:2]=1.C[N+]1([O-])CC[O:25]CC1.I([O-])(=O)(=O)=O.[Na+].C(=O)(O)[O-].[Na+], predict the reaction product. The product is: [CH:15]([C:12]1[CH:13]=[CH:14][N:10]([S:7]([C:1]2[CH:6]=[CH:5][CH:4]=[CH:3][CH:2]=2)(=[O:9])=[O:8])[C:11]=1[C:17]([O:19][CH3:20])=[O:18])=[O:25]. (5) Given the reactants [OH-].[Na+].[CH2:3]1[C@@H:7]([CH2:8][CH2:9][CH2:10][CH2:11][C:12]([OH:14])=[O:13])[S:6][S:5][CH2:4]1, predict the reaction product. The product is: [CH2:3]1[CH:7]([CH2:8][CH2:9][CH2:10][CH2:11][C:12]([OH:14])=[O:13])[S:6][S:5][CH2:4]1. (6) Given the reactants [NH:1]1[C:9]2[C:4](=[CH:5][CH:6]=[CH:7][CH:8]=2)[C:3]([CH:10]([C:12]2[CH:17]=[CH:16][N:15]=[CH:14][CH:13]=2)O)=[CH:2]1.C([SiH](CC)CC)C.C(O)(C(F)(F)F)=O, predict the reaction product. The product is: [N:15]1[CH:16]=[CH:17][C:12]([CH2:10][C:3]2[C:4]3[C:9](=[CH:8][CH:7]=[CH:6][CH:5]=3)[NH:1][CH:2]=2)=[CH:13][CH:14]=1. (7) Given the reactants Br[C:2]1[CH:7]=[CH:6][N:5]2[CH:8]=[C:9]([CH2:11][NH:12][S:13]([CH3:16])(=[O:15])=[O:14])[N:10]=[C:4]2[CH:3]=1.[C:17]([O:21][C:22]([N:24]1[C@H:28]([CH2:29][F:30])[C@@H:27]([C:31]2[CH:36]=[CH:35][C:34](B3OC(C)(C)C(C)(C)O3)=[CH:33][CH:32]=2)[O:26][C:25]1([CH3:47])[CH3:46])=[O:23])([CH3:20])([CH3:19])[CH3:18].O.C([O-])([O-])=O.[Na+].[Na+], predict the reaction product. The product is: [C:17]([O:21][C:22]([N:24]1[C@H:28]([CH2:29][F:30])[C@@H:27]([C:31]2[CH:32]=[CH:33][C:34]([C:2]3[CH:7]=[CH:6][N:5]4[CH:8]=[C:9]([CH2:11][NH:12][S:13]([CH3:16])(=[O:15])=[O:14])[N:10]=[C:4]4[CH:3]=3)=[CH:35][CH:36]=2)[O:26][C:25]1([CH3:47])[CH3:46])=[O:23])([CH3:20])([CH3:18])[CH3:19].